From a dataset of Forward reaction prediction with 1.9M reactions from USPTO patents (1976-2016). Predict the product of the given reaction. (1) The product is: [CH2:41]([N:10]1[C:11]([C:13]([F:15])([F:16])[F:14])=[CH:12][C:8]([C:5]2[CH:4]=[CH:3][C:2]([Cl:1])=[CH:7][CH:6]=2)=[C:9]1[C:17]([O:19][CH2:20][CH3:21])=[O:18])[C:42]1[CH:47]=[CH:46][CH:45]=[CH:44][CH:43]=1. Given the reactants [Cl:1][C:2]1[CH:7]=[CH:6][C:5]([C:8]2[CH:12]=[C:11]([C:13]([F:16])([F:15])[F:14])[NH:10][C:9]=2[C:17]([O:19][CH2:20][CH3:21])=[O:18])=[CH:4][CH:3]=1.C1(P(C2C=CC=CC=2)C2C=CC=CC=2)C=CC=CC=1.[CH2:41](O)[C:42]1[CH:47]=[CH:46][CH:45]=[CH:44][CH:43]=1.CC(OC(/N=N/C(OC(C)C)=O)=O)C, predict the reaction product. (2) Given the reactants Br[CH2:2][C:3]1[CH:4]=[C:5]([CH:19]=[CH:20][CH:21]=1)[CH2:6][N:7]1[C:11]([I:12])=[C:10]([CH:13]=[O:14])[CH:9]=[C:8]1[C:15]([O:17][CH3:18])=[O:16].N1C2C(=CC=CC=2)C(CCCC[OH:35])=C1.C([O-])([O-])=O.[K+].[K+].O, predict the reaction product. The product is: [CH:13]([C:10]1[CH:9]=[C:8]([C:15]([O:17][CH3:18])=[O:16])[N:7]([CH2:6][C:5]2[CH:19]=[CH:20][CH:21]=[C:3]([CH2:2][OH:35])[CH:4]=2)[C:11]=1[I:12])=[O:14]. (3) Given the reactants O1C=CC=C1C1N(C)[N:9]=[C:8]([CH2:12][P:13](=[O:20])([O:17][CH2:18][CH3:19])[O:14][CH2:15][CH3:16])C=1.ClCC1[N:27]=[C:26]([C:28]2[CH:29]=[C:30]([CH3:34])[CH:31]=[CH:32][CH:33]=2)[O:25]N=1, predict the reaction product. The product is: [CH3:34][C:30]1[CH:29]=[C:28]([C:26]2[O:25][N:9]=[C:8]([CH2:12][P:13](=[O:20])([O:14][CH2:15][CH3:16])[O:17][CH2:18][CH3:19])[N:27]=2)[CH:33]=[CH:32][CH:31]=1. (4) The product is: [Cl:13][C:14]1[CH:28]=[C:27]([O:29][CH2:30][CH:31]=[C:32]([Cl:34])[Cl:33])[CH:26]=[C:25]([Cl:35])[C:15]=1[O:16][CH2:17][CH2:18][CH2:19][O:12][C:9]1[CH:8]=[CH:7][C:6]([N:1]2[CH:5]=[N:4][CH:3]=[N:2]2)=[CH:11][CH:10]=1. Given the reactants [N:1]1([C:6]2[CH:11]=[CH:10][C:9]([OH:12])=[CH:8][CH:7]=2)[CH:5]=[N:4][CH:3]=[N:2]1.[Cl:13][C:14]1[CH:28]=[C:27]([O:29][CH2:30][CH:31]=[C:32]([Cl:34])[Cl:33])[CH:26]=[C:25]([Cl:35])[C:15]=1[O:16][CH2:17][CH2:18][CH2:19]OS(C)(=O)=O.C(=O)([O-])[O-].[K+].[K+], predict the reaction product. (5) Given the reactants [NH2:1][CH2:2][CH2:3][O:4][CH2:5][CH2:6][NH:7][C:8]1[N:9]=[N+:10]([O-:19])[C:11]2[CH:18]=[CH:17][CH:16]=[CH:15][C:12]=2[N+:13]=1[O-:14].N1([C:25]([C:27]2[C:40]3[C:31](=[CH:32][C:33]4[C:38]([N:39]=3)=[CH:37][CH:36]=[CH:35][CH:34]=4)[CH:30]=[CH:29][CH:28]=2)=[O:26])C=CN=C1, predict the reaction product. The product is: [O-:19][N+:10]1[C:11]2[CH:18]=[CH:17][CH:16]=[CH:15][C:12]=2[N+:13]([O-:14])=[C:8]([NH:7][CH2:6][CH2:5][O:4][CH2:3][CH2:2][NH:1][C:25]([C:27]2[C:40]3[C:31](=[CH:32][C:33]4[C:38]([N:39]=3)=[CH:37][CH:36]=[CH:35][CH:34]=4)[CH:30]=[CH:29][CH:28]=2)=[O:26])[N:9]=1.